Task: Regression. Given two drug SMILES strings and cell line genomic features, predict the synergy score measuring deviation from expected non-interaction effect.. Dataset: NCI-60 drug combinations with 297,098 pairs across 59 cell lines (1) Drug 1: CN(C)N=NC1=C(NC=N1)C(=O)N. Drug 2: CC1=C(C=C(C=C1)NC(=O)C2=CC=C(C=C2)CN3CCN(CC3)C)NC4=NC=CC(=N4)C5=CN=CC=C5. Cell line: MALME-3M. Synergy scores: CSS=-3.00, Synergy_ZIP=7.39, Synergy_Bliss=1.39, Synergy_Loewe=-2.39, Synergy_HSA=-2.03. (2) Drug 1: CNC(=O)C1=NC=CC(=C1)OC2=CC=C(C=C2)NC(=O)NC3=CC(=C(C=C3)Cl)C(F)(F)F. Drug 2: CN(CC1=CN=C2C(=N1)C(=NC(=N2)N)N)C3=CC=C(C=C3)C(=O)NC(CCC(=O)O)C(=O)O. Cell line: MDA-MB-231. Synergy scores: CSS=4.47, Synergy_ZIP=2.26, Synergy_Bliss=9.33, Synergy_Loewe=4.45, Synergy_HSA=5.26. (3) Cell line: BT-549. Drug 1: CN1C2=C(C=C(C=C2)N(CCCl)CCCl)N=C1CCCC(=O)O.Cl. Synergy scores: CSS=-0.733, Synergy_ZIP=-2.71, Synergy_Bliss=-6.52, Synergy_Loewe=-7.65, Synergy_HSA=-7.09. Drug 2: CC(C)(C#N)C1=CC(=CC(=C1)CN2C=NC=N2)C(C)(C)C#N. (4) Drug 1: C1CN1P(=S)(N2CC2)N3CC3. Drug 2: CC(C)CN1C=NC2=C1C3=CC=CC=C3N=C2N. Cell line: NCI-H322M. Synergy scores: CSS=-7.01, Synergy_ZIP=6.10, Synergy_Bliss=3.11, Synergy_Loewe=-8.54, Synergy_HSA=-8.28. (5) Drug 1: C1CCC(CC1)NC(=O)N(CCCl)N=O. Drug 2: CC1=CC2C(CCC3(C2CCC3(C(=O)C)OC(=O)C)C)C4(C1=CC(=O)CC4)C. Cell line: NCI-H226. Synergy scores: CSS=-2.08, Synergy_ZIP=-1.02, Synergy_Bliss=0.908, Synergy_Loewe=-12.6, Synergy_HSA=-4.33. (6) Synergy scores: CSS=30.7, Synergy_ZIP=-10.3, Synergy_Bliss=-9.91, Synergy_Loewe=-6.76, Synergy_HSA=-4.09. Drug 2: C1C(C(OC1N2C=C(C(=O)NC2=O)F)CO)O. Drug 1: C1=CC(=CC=C1CCCC(=O)O)N(CCCl)CCCl. Cell line: SNB-19. (7) Synergy scores: CSS=50.7, Synergy_ZIP=-3.48, Synergy_Bliss=-3.14, Synergy_Loewe=-0.825, Synergy_HSA=0.541. Cell line: SR. Drug 1: C1CCC(CC1)NC(=O)N(CCCl)N=O. Drug 2: C1C(C(OC1N2C=NC3=C(N=C(N=C32)Cl)N)CO)O. (8) Drug 1: CNC(=O)C1=CC=CC=C1SC2=CC3=C(C=C2)C(=NN3)C=CC4=CC=CC=N4. Drug 2: CS(=O)(=O)CCNCC1=CC=C(O1)C2=CC3=C(C=C2)N=CN=C3NC4=CC(=C(C=C4)OCC5=CC(=CC=C5)F)Cl. Cell line: PC-3. Synergy scores: CSS=8.05, Synergy_ZIP=0.503, Synergy_Bliss=8.28, Synergy_Loewe=9.24, Synergy_HSA=6.00. (9) Drug 2: CCC(=C(C1=CC=CC=C1)C2=CC=C(C=C2)OCCN(C)C)C3=CC=CC=C3.C(C(=O)O)C(CC(=O)O)(C(=O)O)O. Cell line: OVCAR3. Drug 1: C1=NC2=C(N=C(N=C2N1C3C(C(C(O3)CO)O)O)F)N. Synergy scores: CSS=0.431, Synergy_ZIP=2.06, Synergy_Bliss=7.24, Synergy_Loewe=-0.426, Synergy_HSA=0.782. (10) Drug 1: C1CCN(CC1)CCOC2=CC=C(C=C2)C(=O)C3=C(SC4=C3C=CC(=C4)O)C5=CC=C(C=C5)O. Drug 2: CN1C(=O)N2C=NC(=C2N=N1)C(=O)N. Cell line: SF-295. Synergy scores: CSS=-5.65, Synergy_ZIP=0.144, Synergy_Bliss=-4.41, Synergy_Loewe=-5.84, Synergy_HSA=-5.35.